Dataset: Catalyst prediction with 721,799 reactions and 888 catalyst types from USPTO. Task: Predict which catalyst facilitates the given reaction. (1) Reactant: [I:1][C:2]1[S:6][C:5]([C:7]([O:9][CH3:10])=[O:8])=[C:4]([NH:11][C:12]([C@H:14]2[CH2:19][CH2:18][C@H:17]([CH3:20])[CH2:16][CH2:15]2)=[O:13])[CH:3]=1.[H-].[Na+].FC(F)(F)S(O[CH2:29][C:30]([F:33])([F:32])[F:31])(=O)=O.C(O)(=O)CC(CC(O)=O)(C(O)=O)O. Product: [I:1][C:2]1[S:6][C:5]([C:7]([O:9][CH3:10])=[O:8])=[C:4]([N:11]([C:12]([C@H:14]2[CH2:15][CH2:16][C@H:17]([CH3:20])[CH2:18][CH2:19]2)=[O:13])[CH2:29][C:30]([F:33])([F:32])[F:31])[CH:3]=1. The catalyst class is: 3. (2) Reactant: [F:1][C:2]1[CH:7]=[CH:6][C:5]([CH3:8])=[CH:4][C:3]=1[NH:9][C:10]([NH:12][C:13]1[CH:33]=[CH:32][C:16]([O:17][C:18]2[CH:23]=[CH:22][N:21]=[C:20]([C:24]3[NH:28][CH:27]=[C:26]([C:29](O)=[O:30])[CH:25]=3)[CH:19]=2)=[CH:15][CH:14]=1)=[O:11].CN(C(ON1N=NC2C=CC=NC1=2)=[N+](C)C)C.F[P-](F)(F)(F)(F)F.C(N(CC)C(C)C)(C)C.Cl.[NH2:68][CH2:69][CH2:70][CH2:71][C:72]([O:74][CH3:75])=[O:73].Cl. Product: [F:1][C:2]1[CH:7]=[CH:6][C:5]([CH3:8])=[CH:4][C:3]=1[NH:9][C:10]([NH:12][C:13]1[CH:33]=[CH:32][C:16]([O:17][C:18]2[CH:23]=[CH:22][N:21]=[C:20]([C:24]3[NH:28][CH:27]=[C:26]([C:29]([NH:68][CH2:69][CH2:70][CH2:71][C:72]([O:74][CH3:75])=[O:73])=[O:30])[CH:25]=3)[CH:19]=2)=[CH:15][CH:14]=1)=[O:11]. The catalyst class is: 18.